Dataset: Full USPTO retrosynthesis dataset with 1.9M reactions from patents (1976-2016). Task: Predict the reactants needed to synthesize the given product. (1) Given the product [CH3:29][N:30]([CH2:18][C:17]1[CH:16]=[C:15]([CH:14]2[C:5]3=[N:4][NH:3][C:2](=[O:1])[C:11]4[CH:10]=[CH:9][CH:8]=[C:7]([C:6]=43)[NH:12][CH:13]2[C:23]2[CH:24]=[CH:25][CH:26]=[CH:27][CH:28]=2)[CH:22]=[CH:21][CH:20]=1)[CH3:31], predict the reactants needed to synthesize it. The reactants are: [O:1]=[C:2]1[C:11]2[CH:10]=[CH:9][CH:8]=[C:7]3[NH:12][CH:13]([C:23]4[CH:28]=[CH:27][CH:26]=[CH:25][CH:24]=4)[CH:14]([C:15]4[CH:16]=[C:17]([CH:20]=[CH:21][CH:22]=4)[CH:18]=O)[C:5]([C:6]=23)=[N:4][NH:3]1.[CH3:29][NH:30][CH3:31].[BH4-].[Na+]. (2) Given the product [F:23][C:24]1[CH:29]=[C:28]([CH:27]=[CH:26][CH:25]=1)[O:1][CH2:2][C@@H:3]([NH:7][C:8](=[O:14])[O:9][C:10]([CH3:11])([CH3:13])[CH3:12])[CH2:4][S:5][CH3:6], predict the reactants needed to synthesize it. The reactants are: [OH:1][CH2:2][C@@H:3]([NH:7][C:8](=[O:14])[O:9][C:10]([CH3:13])([CH3:12])[CH3:11])[CH2:4][S:5][CH3:6].C1C(O)=CC=CC=1C.[F:23][C:24]1[CH:25]=[C:26](O)[CH:27]=[CH:28][CH:29]=1. (3) The reactants are: [CH3:1][NH:2][CH:3]([CH2:5]/[CH:6]=[CH:7]/[C:8]1[CH:9]=[N:10][CH:11]=[N:12][CH:13]=1)[CH3:4].[O:14]=[C:15]([OH:27])[C@@H:16]([C@H:18]([C@H:20]([C@@H:22]([C:24]([OH:26])=[O:25])[OH:23])[OH:21])[OH:19])[OH:17].O. Given the product [O:14]=[C:15]([OH:27])[C@@H:16]([C@H:18]([C@H:20]([C@@H:22]([C:24]([OH:26])=[O:25])[OH:23])[OH:21])[OH:19])[OH:17].[CH3:1][NH:2][CH:3]([CH2:5]/[CH:6]=[CH:7]/[C:8]1[CH:9]=[N:10][CH:11]=[N:12][CH:13]=1)[CH3:4].[CH3:1][NH:2][CH:3]([CH2:5]/[CH:6]=[CH:7]/[C:8]1[CH:9]=[N:10][CH:11]=[N:12][CH:13]=1)[CH3:4], predict the reactants needed to synthesize it. (4) The reactants are: [NH:1]1[C:5]2[CH:6]=[CH:7][CH:8]=[CH:9][C:4]=2[N:3]=[N:2]1.[CH3:10][C:11]([CH3:15])([CH3:14])[CH:12]=O.[N:16]1[CH:21]=[CH:20][CH:19]=[C:18]([CH2:22][CH2:23][CH2:24][C:25]([NH2:27])=[O:26])[CH:17]=1. Given the product [N:1]1([CH:12]([NH:27][C:25](=[O:26])[CH2:24][CH2:23][CH2:22][C:18]2[CH:17]=[N:16][CH:21]=[CH:20][CH:19]=2)[C:11]([CH3:15])([CH3:14])[CH3:10])[C:5]2[CH:6]=[CH:7][CH:8]=[CH:9][C:4]=2[N:3]=[N:2]1, predict the reactants needed to synthesize it. (5) Given the product [OH:1][C@@H:2]1[CH2:7][CH2:6][C@H:5]([C:8]([O:10][CH3:16])=[O:9])[CH2:4][CH2:3]1, predict the reactants needed to synthesize it. The reactants are: [OH:1][C@@H:2]1[CH2:7][CH2:6][C@H:5]([C:8]([OH:10])=[O:9])[CH2:4][CH2:3]1.S(=O)(=O)(O)O.[CH3:16]O. (6) The reactants are: F[C:2]1[CH:7]=[CH:6][CH:5]=[C:4]([F:8])[C:3]=1I.[CH:10]1[CH2:14][CH:13]=[CH:12][CH:11]=1.[Li]CCCC. Given the product [F:8][C:4]1[CH:5]=[CH:6][CH:7]=[C:2]2[C:3]=1[CH:14]1[CH2:13][CH:12]2[CH:11]=[CH:10]1, predict the reactants needed to synthesize it.